Dataset: Catalyst prediction with 721,799 reactions and 888 catalyst types from USPTO. Task: Predict which catalyst facilitates the given reaction. (1) Reactant: [C:1]([Si:5]([CH3:70])([CH3:69])[O:6][CH:7]([CH:17]([O:53]C(=O)CP(CC(F)(F)F)(CC(F)(F)F)=O)[CH2:18][CH:19]=[CH:20][CH:21]([O:45][Si:46]([C:49]([CH3:52])([CH3:51])[CH3:50])([CH3:48])[CH3:47])[CH2:22][C:23](=[CH2:44])[CH2:24][CH:25]([CH3:43])[CH2:26][CH:27]1[CH2:32][CH:31]=[CH:30][CH:29]([CH2:33][CH2:34][O:35][Si:36]([C:39]([CH3:42])([CH3:41])[CH3:40])([CH3:38])[CH3:37])[O:28]1)[CH:8]=[CH:9][CH:10]1[CH2:15][C:14]([CH3:16])=[CH:13][CH2:12][O:11]1)([CH3:4])([CH3:3])[CH3:2].C1C=CC2N(O)N=NC=2C=1.O.CCN=C=NCCCN(C)C.CI. Product: [C:1]([Si:5]([CH3:69])([CH3:70])[O:6][CH:7]([CH:17]([OH:53])[CH2:18][CH:19]=[CH:20][CH:21]([O:45][Si:46]([C:49]([CH3:52])([CH3:51])[CH3:50])([CH3:48])[CH3:47])[CH2:22][C:23](=[CH2:44])[CH2:24][CH:25]([CH3:43])[CH2:26][CH:27]1[CH2:32][CH:31]=[CH:30][CH:29]([CH2:33][CH2:34][O:35][Si:36]([C:39]([CH3:40])([CH3:41])[CH3:42])([CH3:37])[CH3:38])[O:28]1)[CH:8]=[CH:9][CH:10]1[CH2:15][C:14]([CH3:16])=[CH:13][CH2:12][O:11]1)([CH3:4])([CH3:2])[CH3:3]. The catalyst class is: 2. (2) Reactant: [CH3:1][N:2]1[CH2:7][CH2:6][N:5]([CH2:8][C:9]2[CH:37]=[CH:36][C:12]([C:13]([NH:15][C:16]3[CH:21]=[CH:20][C:19]([CH3:22])=[C:18]([NH:23][C:24]4[N:29]=[C:28]([C:30]5[CH:31]=[N:32][CH:33]=[CH:34][CH:35]=5)[CH:27]=[CH:26][N:25]=4)[CH:17]=3)=[O:14])=[CH:11][CH:10]=2)[CH2:4][CH2:3]1.[C:38]([OH:45])(=[O:44])[CH2:39][CH2:40][C:41]([OH:43])=[O:42].O. Product: [CH3:1][N:2]1[CH2:7][CH2:6][N:5]([CH2:8][C:9]2[CH:10]=[CH:11][C:12]([C:13]([NH:15][C:16]3[CH:21]=[CH:20][C:19]([CH3:22])=[C:18]([NH:23][C:24]4[N:29]=[C:28]([C:30]5[CH:31]=[N:32][CH:33]=[CH:34][CH:35]=5)[CH:27]=[CH:26][N:25]=4)[CH:17]=3)=[O:14])=[CH:36][CH:37]=2)[CH2:4][CH2:3]1.[C:38]([O-:45])(=[O:44])[CH2:39][CH2:40][C:41]([O-:43])=[O:42]. The catalyst class is: 8. (3) Reactant: Cl.[Cl:2][C:3]1[CH:4]=[N:5][N:6]([C:8]2[CH:22]=[CH:21][C:11]([O:12][CH2:13][C@@H:14]3[C@@H:19]([NH2:20])[CH2:18][CH2:17][O:16][CH2:15]3)=[C:10]([F:23])[CH:9]=2)[CH:7]=1.[CH3:24][S:25](Cl)(=[O:27])=[O:26].CO. Product: [Cl:2][C:3]1[CH:4]=[N:5][N:6]([C:8]2[CH:22]=[CH:21][C:11]([O:12][CH2:13][C@@H:14]3[C@@H:19]([NH:20][S:25]([CH3:24])(=[O:27])=[O:26])[CH2:18][CH2:17][O:16][CH2:15]3)=[C:10]([F:23])[CH:9]=2)[CH:7]=1. The catalyst class is: 1. (4) Reactant: C([O:4][CH:5]([CH3:23])[C:6]([N:8]([C:11]1[C:12]([Cl:22])=[N:13][N:14]([C:16]2[CH:17]=[N:18][CH:19]=[CH:20][CH:21]=2)[CH:15]=1)[CH2:9][CH3:10])=[O:7])(=O)C.[OH-].[Li+].Cl. Product: [Cl:22][C:12]1[C:11]([N:8]([CH2:9][CH3:10])[C:6](=[O:7])[CH:5]([OH:4])[CH3:23])=[CH:15][N:14]([C:16]2[CH:17]=[N:18][CH:19]=[CH:20][CH:21]=2)[N:13]=1. The catalyst class is: 92. (5) Reactant: [C:1]([C:4]1[CH:16]=[CH:15][C:7]([O:8][CH2:9][C:10]([O:12][CH2:13][CH3:14])=[O:11])=[CH:6][C:5]=1[N+:17]([O-])=O)(=[O:3])[CH3:2]. Product: [C:1]([C:4]1[CH:16]=[CH:15][C:7]([O:8][CH2:9][C:10]([O:12][CH2:13][CH3:14])=[O:11])=[CH:6][C:5]=1[NH2:17])(=[O:3])[CH3:2]. The catalyst class is: 19. (6) Reactant: [I-].[CH3:2][S+](C)(C)=O.[H-].[Na+].[CH:9]([CH:11]1[CH2:16][CH2:15][N:14]([C:17]([O:19][CH2:20][C:21]2[CH:26]=[CH:25][CH:24]=[CH:23][CH:22]=2)=[O:18])[CH2:13][CH2:12]1)=[O:10].O. Product: [O:10]1[CH2:2][CH:9]1[CH:11]1[CH2:16][CH2:15][N:14]([C:17]([O:19][CH2:20][C:21]2[CH:22]=[CH:23][CH:24]=[CH:25][CH:26]=2)=[O:18])[CH2:13][CH2:12]1. The catalyst class is: 16. (7) Reactant: [C:1]([O:5][C:6](=[O:25])[NH:7][CH:8]1[CH:18]2[CH2:19][CH2:20][CH:9]1[CH2:10][C:11]1[CH:12]=[C:13]([CH2:21][CH2:22][CH:23]=O)[CH:14]=[CH:15][C:16]=1[CH2:17]2)([CH3:4])([CH3:3])[CH3:2].Cl.[F:27][C:28]([F:36])([F:35])[CH:29]1[CH2:34][CH2:33][NH:32][CH2:31][CH2:30]1.C([BH3-])#N.[Na+]. Product: [C:1]([O:5][C:6](=[O:25])[NH:7][CH:8]1[CH:18]2[CH2:19][CH2:20][CH:9]1[CH2:10][C:11]1[CH:12]=[C:13]([CH2:21][CH2:22][CH2:23][N:32]3[CH2:33][CH2:34][CH:29]([C:28]([F:36])([F:35])[F:27])[CH2:30][CH2:31]3)[CH:14]=[CH:15][C:16]=1[CH2:17]2)([CH3:4])([CH3:3])[CH3:2]. The catalyst class is: 5.